From a dataset of Peptide-MHC class I binding affinity with 185,985 pairs from IEDB/IMGT. Regression. Given a peptide amino acid sequence and an MHC pseudo amino acid sequence, predict their binding affinity value. This is MHC class I binding data. (1) The peptide sequence is KCWLVSNGSY. The MHC is HLA-A24:02 with pseudo-sequence HLA-A24:02. The binding affinity (normalized) is 0. (2) The peptide sequence is DINESMSQMV. The MHC is HLA-A02:01 with pseudo-sequence HLA-A02:01. The binding affinity (normalized) is 0.532.